From a dataset of Full USPTO retrosynthesis dataset with 1.9M reactions from patents (1976-2016). Predict the reactants needed to synthesize the given product. (1) Given the product [OH:13][C:14]([CH3:51])([CH3:52])[CH2:15][O:16][C@H:17]1[CH2:22][CH2:21][C@H:20]([N:23]2[C:28](=[O:29])[C:27]([CH2:30][C:31]3[CH:36]=[CH:35][C:34]([C:37]4[CH:42]=[CH:41][CH:40]=[CH:39][C:38]=4[C:43]4[NH:3][C:4](=[O:7])[O:5][N:44]=4)=[CH:33][CH:32]=3)=[C:26]([CH2:45][CH2:46][CH3:47])[N:25]3[N:48]=[CH:49][N:50]=[C:24]23)[CH2:19][CH2:18]1, predict the reactants needed to synthesize it. The reactants are: [Cl-].O[NH3+:3].[C:4](=[O:7])([O-])[OH:5].[Na+].CS(C)=O.[OH:13][C:14]([CH3:52])([CH3:51])[CH2:15][O:16][C@H:17]1[CH2:22][CH2:21][C@H:20]([N:23]2[C:28](=[O:29])[C:27]([CH2:30][C:31]3[CH:36]=[CH:35][C:34]([C:37]4[C:38]([C:43]#[N:44])=[CH:39][CH:40]=[CH:41][CH:42]=4)=[CH:33][CH:32]=3)=[C:26]([CH2:45][CH2:46][CH3:47])[N:25]3[N:48]=[CH:49][N:50]=[C:24]23)[CH2:19][CH2:18]1. (2) Given the product [CH3:36][O:35][CH2:34][CH2:33][C:32]1[N:37]=[C:27]([CH:13]2[CH2:14][CH:15]([C:17]3[CH:18]=[CH:19][C:20]([C:23]([F:26])([F:25])[F:24])=[CH:21][CH:22]=3)[CH2:16][N:11]([C:9]([N:6]3[CH2:7][CH2:8][CH:3]([C:1]#[N:2])[CH2:4][CH2:5]3)=[O:10])[CH2:12]2)[O:28][N:31]=1, predict the reactants needed to synthesize it. The reactants are: [C:1]([CH:3]1[CH2:8][CH2:7][N:6]([C:9]([N:11]2[CH2:16][CH:15]([C:17]3[CH:22]=[CH:21][C:20]([C:23]([F:26])([F:25])[F:24])=[CH:19][CH:18]=3)[CH2:14][CH:13]([C:27](O)=[O:28])[CH2:12]2)=[O:10])[CH2:5][CH2:4]1)#[N:2].O[N:31]=[C:32]([NH2:37])[CH2:33][CH2:34][O:35][CH3:36]. (3) Given the product [Cl:16][C:13]1[CH:12]=[C:11]([NH:17][C:18]2[CH:27]=[CH:26][CH:25]=[CH:24][C:19]=2[C:20]([NH:22][CH3:23])=[O:21])[C:10]([CH:1]2[CH2:3][CH2:2]2)=[CH:15][N:14]=1, predict the reactants needed to synthesize it. The reactants are: [CH:1]1(B(O)O)[CH2:3][CH2:2]1.N#N.Br[C:10]1[C:11]([NH:17][C:18]2[CH:27]=[CH:26][CH:25]=[CH:24][C:19]=2[C:20]([NH:22][CH3:23])=[O:21])=[CH:12][C:13]([Cl:16])=[N:14][CH:15]=1.[O-]P([O-])([O-])=O.[K+].[K+].[K+]. (4) Given the product [CH3:20][C:4]1([C:7]([O:9][CH2:10][CH3:11])=[O:8])[CH2:3][CH2:2][N:1]([C:12]([O:14][C:15]([CH3:17])([CH3:16])[CH3:18])=[O:13])[CH2:6][CH2:5]1, predict the reactants needed to synthesize it. The reactants are: [N:1]1([C:12]([O:14][C:15]([CH3:18])([CH3:17])[CH3:16])=[O:13])[CH2:6][CH2:5][CH:4]([C:7]([O:9][CH2:10][CH3:11])=[O:8])[CH2:3][CH2:2]1.[Li+].[CH3:20]C([N-]C(C)C)C.C1CCCCC1.CI.